This data is from Reaction yield outcomes from USPTO patents with 853,638 reactions. The task is: Predict the reaction yield, written as a fraction of the theoretical maximum amount of product (1.0 means a 100% yield; for example, 0.34 means a 34% yield). (1) The reactants are CO[C:3](=[O:26])[C:4]1[CH:9]=[CH:8][C:7]([O:10][CH2:11][C:12]2[C:13]([C:18]3[CH:23]=[CH:22][CH:21]=[C:20]([F:24])[C:19]=3[F:25])=[N:14][O:15][C:16]=2[CH3:17])=[N:6][CH:5]=1.[NH2:27][CH:28]1[CH2:33][CH2:32][O:31][CH2:30][CH2:29]1. No catalyst specified. The product is [F:25][C:19]1[C:20]([F:24])=[CH:21][CH:22]=[CH:23][C:18]=1[C:13]1[C:12]([CH2:11][O:10][C:7]2[CH:8]=[CH:9][C:4]([C:3]([NH:27][CH:28]3[CH2:33][CH2:32][O:31][CH2:30][CH2:29]3)=[O:26])=[CH:5][N:6]=2)=[C:16]([CH3:17])[O:15][N:14]=1. The yield is 0.800. (2) The reactants are [C:1]([C:3]1[CH:8]=[CH:7][CH:6]=[CH:5][C:4]=1B1OC(C)(C)C(C)(C)O1)#[N:2].BrC1C=C(C)C=C(C)[C:20]=1[NH2:21].C(=O)([O-])[O-].[K+].[K+].[C:34]1([CH3:40])[CH:39]=[CH:38][CH:37]=[CH:36][CH:35]=1.CO. The catalyst is C1C=CC([P]([Pd]([P](C2C=CC=CC=2)(C2C=CC=CC=2)C2C=CC=CC=2)([P](C2C=CC=CC=2)(C2C=CC=CC=2)C2C=CC=CC=2)[P](C2C=CC=CC=2)(C2C=CC=CC=2)C2C=CC=CC=2)(C2C=CC=CC=2)C2C=CC=CC=2)=CC=1. The product is [CH3:40][C:34]1[CH:39]=[CH:38][C:37]2[C:4]3[C:3]([CH:1]([NH2:2])[N:21]([CH3:20])[C:36]=2[CH:35]=1)=[CH:8][CH:7]=[CH:6][CH:5]=3. The yield is 0.820. (3) The yield is 0.0200. The catalyst is COCCOC.O.C1C=CC(P(C2C=CC=CC=2)[C-]2C=CC=C2)=CC=1.C1C=CC(P(C2C=CC=CC=2)[C-]2C=CC=C2)=CC=1.Cl[Pd]Cl.[Fe+2]. The reactants are [CH3:1][O:2][C:3]1[CH:4]=[C:5]([C:11]2[S:15][C:14]3=[N:16][C:17]([CH3:20])=[C:18](I)[N:13]3[N:12]=2)[CH:6]=[CH:7][C:8]=1[O:9][CH3:10].[C:21]([C:23]1[CH:28]=[CH:27][C:26](B2OC(C)(C)C(C)(C)O2)=[CH:25][N:24]=1)#[N:22].C(Cl)Cl.C(=O)([O-])[O-].[Cs+].[Cs+]. The product is [CH3:1][O:2][C:3]1[CH:4]=[C:5]([C:11]2[S:15][C:14]3=[N:16][C:17]([CH3:20])=[C:18]([C:26]4[CH:27]=[CH:28][C:23]([C:21]#[N:22])=[N:24][CH:25]=4)[N:13]3[N:12]=2)[CH:6]=[CH:7][C:8]=1[O:9][CH3:10]. (4) The reactants are [Br:1][C:2]1[CH:3]=[C:4]([CH:7]=[C:8]([Br:10])[CH:9]=1)[CH:5]=[O:6].[CH2:11](O)[CH2:12][OH:13]. The catalyst is C1(C)C=CC=CC=1.O.C1(C)C=CC(S(O)(=O)=O)=CC=1. The product is [Br:1][C:2]1[CH:3]=[C:4]([CH:5]2[O:13][CH2:12][CH2:11][O:6]2)[CH:7]=[C:8]([Br:10])[CH:9]=1. The yield is 1.00. (5) The reactants are [Si:1]([O:18][CH:19]1[CH2:22][N:21]([C:23]2[S:24][CH:25]=[C:26]([C:28](OCC)=[O:29])[N:27]=2)[CH2:20]1)([C:14]([CH3:17])([CH3:16])[CH3:15])([C:8]1[CH:13]=[CH:12][CH:11]=[CH:10][CH:9]=1)[C:2]1[CH:7]=[CH:6][CH:5]=[CH:4][CH:3]=1.[Si:33]([O:50][CH2:51][C@@H:52]([NH2:57])[C@@H:53]([CH3:56])[CH2:54][CH3:55])([C:46]([CH3:49])([CH3:48])[CH3:47])([C:40]1[CH:45]=[CH:44][CH:43]=[CH:42][CH:41]=1)[C:34]1[CH:39]=[CH:38][CH:37]=[CH:36][CH:35]=1.C[Al](C)C.C(O)(=O)C.C(OCC)(=O)C. The catalyst is C1C=CC=CC=1. The product is [Si:1]([O:18][CH:19]1[CH2:22][N:21]([C:23]2[S:24][CH:25]=[C:26]([C:28](=[O:29])[NH:57][C@H:52]([CH2:51][O:50][Si:33]([C:46]([CH3:48])([CH3:47])[CH3:49])([C:34]3[CH:39]=[CH:38][CH:37]=[CH:36][CH:35]=3)[C:40]3[CH:45]=[CH:44][CH:43]=[CH:42][CH:41]=3)[C@@H:53]([CH3:56])[CH2:54][CH3:55])[N:27]=2)[CH2:20]1)([C:14]([CH3:17])([CH3:16])[CH3:15])([C:2]1[CH:7]=[CH:6][CH:5]=[CH:4][CH:3]=1)[C:8]1[CH:13]=[CH:12][CH:11]=[CH:10][CH:9]=1. The yield is 0.570. (6) The reactants are [Cl:1][C:2]1[CH:8]=[CH:7][C:5]([NH2:6])=[CH:4][C:3]=1[C:9]([F:12])([F:11])[F:10].C(N(CC)CC)C.[C:20](Cl)(=[O:25])[C:21]([CH3:24])([CH3:23])[CH3:22]. The catalyst is C1COCC1. The product is [Cl:1][C:2]1[CH:8]=[CH:7][C:5]([NH:6][C:20](=[O:25])[C:21]([CH3:24])([CH3:23])[CH3:22])=[CH:4][C:3]=1[C:9]([F:10])([F:11])[F:12]. The yield is 0.950. (7) The reactants are [Cl:1][C:2]1[CH:3]=[C:4]([CH:18]=[C:19]([O:27][CH:28]2[CH2:32][CH2:31][CH2:30][CH2:29]2)[C:20]=1[O:21][CH:22]1[CH2:26][CH2:25][CH2:24][CH2:23]1)[C:5]([NH:7][C:8]1[CH:17]=[CH:16][C:11]([C:12]([O:14]C)=[O:13])=[CH:10][CH:9]=1)=[O:6]. The catalyst is O1CCOCC1. The product is [Cl:1][C:2]1[CH:3]=[C:4]([CH:18]=[C:19]([O:27][CH:28]2[CH2:32][CH2:31][CH2:30][CH2:29]2)[C:20]=1[O:21][CH:22]1[CH2:26][CH2:25][CH2:24][CH2:23]1)[C:5]([NH:7][C:8]1[CH:9]=[CH:10][C:11]([C:12]([OH:14])=[O:13])=[CH:16][CH:17]=1)=[O:6]. The yield is 0.720. (8) The reactants are [CH2:1]([O:3][C:4]([C@@:6]12[CH2:24][C@H:23]1[CH:22]=[CH:21][CH2:20][CH2:19][CH2:18][CH2:17][CH2:16][C@H:15]([NH:25][C:26]([O:28][C:29]([CH3:32])([CH3:31])[CH3:30])=[O:27])[C:14](=[O:33])[N:13]1[C@@H:9]([CH2:10][C@@H:11]([OH:34])[CH2:12]1)[C:8](=[O:35])[NH:7]2)=[O:5])[CH3:2].C1N=CN([C:41]([N:43]2[CH:47]=N[CH:45]=[CH:44]2)=[O:42])C=1.C(Cl)Cl.CO.C1[C:61]2[C:56](=[CH:57][CH:58]=C[CH:60]=2)CN1. The catalyst is C(Cl)Cl. The product is [CH2:1]([O:3][C:4]([C@@:6]12[CH2:24][C@H:23]1[CH:22]=[CH:21][CH2:20][CH2:19][CH2:18][CH2:17][CH2:16][C@H:15]([NH:25][C:26]([O:28][C:29]([CH3:31])([CH3:30])[CH3:32])=[O:27])[C:14](=[O:33])[N:13]1[C@@H:9]([CH2:10][C@@H:11]([O:34][C:41]([N:43]3[CH2:44][C:45]4[C:58](=[CH:57][CH:56]=[CH:61][CH:60]=4)[CH2:47]3)=[O:42])[CH2:12]1)[C:8](=[O:35])[NH:7]2)=[O:5])[CH3:2]. The yield is 0.900. (9) The reactants are [CH3:1][O:2][CH2:3][C:4]([CH3:11])([CH3:10])[C:5](=[O:9])[CH2:6][C:7]#[N:8].[OH-].[Na+].Cl.[NH2:15]O.Cl. The catalyst is C(O)C.O. The product is [CH3:1][O:2][CH2:3][C:4]([C:5]1[O:9][N:8]=[C:7]([NH2:15])[CH:6]=1)([CH3:11])[CH3:10]. The yield is 0.320.